This data is from Catalyst prediction with 721,799 reactions and 888 catalyst types from USPTO. The task is: Predict which catalyst facilitates the given reaction. (1) Reactant: [N:1]([CH2:4][C@@H:5]1[C@H:9]2[O:10][C:11]([CH3:14])([CH3:13])[O:12][C@H:8]2[C@H:7]([N:15]2[C:19]3[N:20]=[CH:21][N:22]=[C:23]([NH:24][CH2:25][C:26]4[CH:31]=[CH:30][C:29]([O:32][CH3:33])=[CH:28][C:27]=4[O:34][CH3:35])[C:18]=3[CH:17]=[CH:16]2)[CH2:6]1)=[N+]=[N-].C1COCC1.CP(C)C.O. Product: [NH2:1][CH2:4][C@@H:5]1[C@H:9]2[O:10][C:11]([CH3:14])([CH3:13])[O:12][C@H:8]2[C@H:7]([N:15]2[C:19]3[N:20]=[CH:21][N:22]=[C:23]([NH:24][CH2:25][C:26]4[CH:31]=[CH:30][C:29]([O:32][CH3:33])=[CH:28][C:27]=4[O:34][CH3:35])[C:18]=3[CH:17]=[CH:16]2)[CH2:6]1. The catalyst class is: 2. (2) Reactant: [F:1][C:2]1[CH:10]=[C:9]2[C:5]([C:6]([C:20]3[CH:33]=[CH:32][C:23]4[NH:24][C:25]([CH2:27][CH2:28][C:29]([NH2:31])=[O:30])=[N:26][C:22]=4[CH:21]=3)=[CH:7][N:8]2S(C2C=CC=CC=2)(=O)=O)=[CH:4][CH:3]=1.[OH-].[K+].Cl. Product: [F:1][C:2]1[CH:10]=[C:9]2[C:5]([C:6]([C:20]3[CH:33]=[CH:32][C:23]4[NH:24][C:25]([CH2:27][CH2:28][C:29]([NH2:31])=[O:30])=[N:26][C:22]=4[CH:21]=3)=[CH:7][NH:8]2)=[CH:4][CH:3]=1. The catalyst class is: 14. (3) Reactant: Br.[Br:2][CH2:3][CH2:4][CH2:5][NH2:6].[O:7](C(OC(C)(C)C)=O)[C:8]([O:10][C:11]([CH3:14])([CH3:13])[CH3:12])=O. Product: [Br:2][CH2:3][CH2:4][CH2:5][NH:6][C:8](=[O:7])[O:10][C:11]([CH3:14])([CH3:13])[CH3:12]. The catalyst class is: 4. (4) Reactant: [CH3:1][O:2][C:3]1[CH:8]=[CH:7][C:6]([SH:9])=[CH:5][CH:4]=1.[Br:10][C:11]1[C:24]2[C:15](=[N:16][C:17]3[C:22]([C:23]=2Cl)=[CH:21][CH:20]=[CH:19][CH:18]=3)[CH:14]=[CH:13][CH:12]=1.[H-].[Na+]. Product: [Br:10][C:11]1[C:24]2[C:15](=[N:16][C:17]3[C:22]([C:23]=2[S:9][C:6]2[CH:7]=[CH:8][C:3]([O:2][CH3:1])=[CH:4][CH:5]=2)=[CH:21][CH:20]=[CH:19][CH:18]=3)[CH:14]=[CH:13][CH:12]=1. The catalyst class is: 3. (5) Reactant: [CH2:1]([NH:8][C:9]1[C:14]2=[C:15]([C:18]3[CH:23]=[CH:22][CH:21]=[CH:20][CH:19]=3)[CH:16]=[CH:17][N:13]2[N:12]=[C:11]([C:24]2[CH:25]=[N:26][CH:27]=[C:28]([CH:30]3[CH2:34][O:33]C(C)(C)[O:31]3)[CH:29]=2)[N:10]=1)[C:2]1[CH:7]=[CH:6][CH:5]=[CH:4][CH:3]=1. Product: [CH2:1]([NH:8][C:9]1[C:14]2=[C:15]([C:18]3[CH:23]=[CH:22][CH:21]=[CH:20][CH:19]=3)[CH:16]=[CH:17][N:13]2[N:12]=[C:11]([C:24]2[CH:29]=[C:28]([CH:30]([OH:31])[CH2:34][OH:33])[CH:27]=[N:26][CH:25]=2)[N:10]=1)[C:2]1[CH:7]=[CH:6][CH:5]=[CH:4][CH:3]=1. The catalyst class is: 67. (6) Reactant: [OH:1][C:2]1[CH:7]=[CH:6][C:5]([C:8]2[CH:13]=[CH:12][C:11]([C:14]([O:16][CH2:17][CH3:18])=[O:15])=[CH:10][CH:9]=2)=[CH:4][C:3]=1[C:19]1[CH:28]=[CH:27][C:26]2[C:25]([CH3:30])([CH3:29])[CH2:24][CH2:23][C:22]([CH3:32])([CH3:31])[C:21]=2[CH:20]=1.Br[CH2:34][CH2:35][CH2:36][CH2:37][CH2:38][N:39]1[C:43](=[O:44])[C:42]2=[CH:45][CH:46]=[CH:47][CH:48]=[C:41]2[C:40]1=[O:49].C(=O)([O-])[O-].[K+].[K+]. Product: [O:49]=[C:40]1[C:41]2[C:42](=[CH:45][CH:46]=[CH:47][CH:48]=2)[C:43](=[O:44])[N:39]1[CH2:38][CH2:37][CH2:36][CH2:35][CH2:34][O:1][C:2]1[CH:7]=[CH:6][C:5]([C:8]2[CH:9]=[CH:10][C:11]([C:14]([O:16][CH2:17][CH3:18])=[O:15])=[CH:12][CH:13]=2)=[CH:4][C:3]=1[C:19]1[CH:28]=[CH:27][C:26]2[C:25]([CH3:30])([CH3:29])[CH2:24][CH2:23][C:22]([CH3:31])([CH3:32])[C:21]=2[CH:20]=1. The catalyst class is: 21. (7) Reactant: [Cl:1][C:2]1[CH:3]=[C:4]([CH:12]([CH2:18][C@H:19]2[CH2:39][CH2:38][C:21]3([O:25][C@H:24]([C:26]4[CH:31]=[CH:30][CH:29]=[CH:28][CH:27]=4)[C@@H:23]([C:32]4[CH:37]=[CH:36][CH:35]=[CH:34][CH:33]=4)[O:22]3)[CH2:20]2)[C:13]([O:15]CC)=[O:14])[CH:5]=[CH:6][C:7]=1[S:8]([CH3:11])(=[O:10])=[O:9].O1CCCC1.[OH-].[Na+]. Product: [Cl:1][C:2]1[CH:3]=[C:4]([CH:12]([CH2:18][C@H:19]2[CH2:39][CH2:38][C:21]3([O:22][C@H:23]([C:32]4[CH:37]=[CH:36][CH:35]=[CH:34][CH:33]=4)[C@@H:24]([C:26]4[CH:27]=[CH:28][CH:29]=[CH:30][CH:31]=4)[O:25]3)[CH2:20]2)[C:13]([OH:15])=[O:14])[CH:5]=[CH:6][C:7]=1[S:8]([CH3:11])(=[O:9])=[O:10]. The catalyst class is: 5.